This data is from Reaction yield outcomes from USPTO patents with 853,638 reactions. The task is: Predict the reaction yield, written as a fraction of the theoretical maximum amount of product (1.0 means a 100% yield; for example, 0.34 means a 34% yield). The reactants are [OH:1][CH2:2][C@@H:3]([NH:8][C:9]([CH:11]1[CH2:16][S:15][CH2:14][CH2:13][N:12]1[C:17]([O-:19])=O)=[O:10])C(OC)=O.C(O)(C(F)(F)F)=O. The catalyst is ClCCl. The product is [OH:1][CH2:2][CH:3]1[C:17](=[O:19])[N:12]2[CH:11]([CH2:16][S:15][CH2:14][CH2:13]2)[C:9](=[O:10])[NH:8]1. The yield is 0.280.